From a dataset of Peptide-MHC class I binding affinity with 185,985 pairs from IEDB/IMGT. Regression. Given a peptide amino acid sequence and an MHC pseudo amino acid sequence, predict their binding affinity value. This is MHC class I binding data. The peptide sequence is DLQKVCYVPHF. The MHC is Mamu-B17 with pseudo-sequence YYSEYEARAEATHENTAYIKYHSYTWNYFAYEWY. The binding affinity (normalized) is 0.